This data is from Retrosynthesis with 50K atom-mapped reactions and 10 reaction types from USPTO. The task is: Predict the reactants needed to synthesize the given product. (1) Given the product CC(C)CNc1c(N)c2nnnn2c2ccc(OCc3ccccc3)cc12, predict the reactants needed to synthesize it. The reactants are: CC(C)CNc1c([N+](=O)[O-])c2nnnn2c2ccc(OCc3ccccc3)cc12. (2) The reactants are: CCOC(=O)c1sc(-c2ccc(C(F)(F)F)cc2)nc1CN1CCC(C(F)(F)F)CC1. Given the product OCc1sc(-c2ccc(C(F)(F)F)cc2)nc1CN1CCC(C(F)(F)F)CC1, predict the reactants needed to synthesize it. (3) Given the product COc1cccc(Oc2ccnc(Nc3nc(C)cs3)c2)c1, predict the reactants needed to synthesize it. The reactants are: COc1cccc(Oc2ccnc(Cl)c2)c1.Cc1csc(N)n1. (4) Given the product OC[C@@H]1C[C@@]2(c3ccccc3)[C@@H](NCc3ccccc3)[C@@H](F)C[C@@H]1N2Cc1ccccc1, predict the reactants needed to synthesize it. The reactants are: CC(C)(C)OC(=O)[C@@H]1C[C@@]2(c3ccccc3)[C@@H](NCc3ccccc3)[C@@H](F)C[C@@H]1N2Cc1ccccc1. (5) Given the product Cc1nn(-c2ccccn2)c2c1C(=O)CC(C)(C)C2, predict the reactants needed to synthesize it. The reactants are: CC(=O)C1C(=O)CC(C)(C)CC1=O.NNc1ccccn1. (6) Given the product COc1cc2ncc(C(N)=O)c(NC3CCc4ccccc43)c2cc1OC, predict the reactants needed to synthesize it. The reactants are: COc1cc2ncc(C(N)=O)c(Cl)c2cc1OC.NC1CCc2ccccc21. (7) Given the product O=C(O)c1ccc(COc2ccc3c(c2)CCN(C2CCN(C4CCC4)CC2)C3=O)cc1, predict the reactants needed to synthesize it. The reactants are: COC(=O)c1ccc(COc2ccc3c(c2)CCN(C2CCN(C4CCC4)CC2)C3=O)cc1.